This data is from NCI-60 drug combinations with 297,098 pairs across 59 cell lines. The task is: Regression. Given two drug SMILES strings and cell line genomic features, predict the synergy score measuring deviation from expected non-interaction effect. (1) Drug 1: CC1=C(N=C(N=C1N)C(CC(=O)N)NCC(C(=O)N)N)C(=O)NC(C(C2=CN=CN2)OC3C(C(C(C(O3)CO)O)O)OC4C(C(C(C(O4)CO)O)OC(=O)N)O)C(=O)NC(C)C(C(C)C(=O)NC(C(C)O)C(=O)NCCC5=NC(=CS5)C6=NC(=CS6)C(=O)NCCC[S+](C)C)O. Drug 2: C1CC(=O)NC(=O)C1N2C(=O)C3=CC=CC=C3C2=O. Cell line: UACC62. Synergy scores: CSS=29.2, Synergy_ZIP=-0.830, Synergy_Bliss=1.64, Synergy_Loewe=-36.9, Synergy_HSA=0.295. (2) Drug 1: C1=C(C(=O)NC(=O)N1)F. Drug 2: CC1C(C(CC(O1)OC2CC(CC3=C2C(=C4C(=C3O)C(=O)C5=CC=CC=C5C4=O)O)(C(=O)C)O)N)O. Cell line: PC-3. Synergy scores: CSS=56.9, Synergy_ZIP=-5.20, Synergy_Bliss=-5.67, Synergy_Loewe=-4.12, Synergy_HSA=1.05.